From a dataset of Full USPTO retrosynthesis dataset with 1.9M reactions from patents (1976-2016). Predict the reactants needed to synthesize the given product. (1) Given the product [NH2:71][C:66]1[CH:67]=[CH:68][CH:69]=[CH:70][C:65]=1[NH:72][C:10](=[O:12])[C@@H:9]([NH:8][C:6](=[O:7])[O:5][C:1]([CH3:2])([CH3:4])[CH3:3])[CH2:13][C:14]1[CH:19]=[CH:18][C:17]([CH:20]2[S:24](=[O:26])(=[O:25])[N:23]([C:27]([CH3:29])([CH3:28])[CH3:30])[C:22](=[O:31])[CH2:21]2)=[CH:16][CH:15]=1, predict the reactants needed to synthesize it. The reactants are: [C:1]([O:5][C:6]([NH:8][C@@H:9]([CH2:13][C:14]1[CH:19]=[CH:18][C:17]([CH:20]2[S:24](=[O:26])(=[O:25])[N:23]([C:27]([CH3:30])([CH3:29])[CH3:28])[C:22](=[O:31])[CH2:21]2)=[CH:16][CH:15]=1)[C:10]([OH:12])=O)=[O:7])([CH3:4])([CH3:3])[CH3:2].F[P-](F)(F)(F)(F)F.C[N+](C)=C(N(C)C)ON1C2N=CC=CC=2N=N1.C(N(CC)C(C)C)(C)C.[C:65]1([NH2:72])[C:66]([NH2:71])=[CH:67][CH:68]=[CH:69][CH:70]=1. (2) Given the product [OH:15][C:16]1[CH:33]=[CH:32][C:31]2[C@@H:30]3[C@H:21]([C@H:22]4[C@@:26]([CH2:28][C@@H:29]3[C:34]3[CH:39]=[CH:38][C:37]([O:40][CH2:41][CH2:42][CH2:43][CH2:44][CH2:45][S:46]([CH2:49][CH2:50][CH2:51][C:52]([F:58])([F:57])[C:53]([F:56])([F:55])[F:54])(=[O:48])=[O:47])=[CH:36][CH:35]=3)([CH3:27])[C:25](=[N:2][NH2:3])[CH2:24][CH2:23]4)[CH2:20][CH2:19][C:18]=2[CH:17]=1, predict the reactants needed to synthesize it. The reactants are: O.[NH2:2][NH2:3].C1(C)C=CC(S(O)(=O)=O)=CC=1.[OH:15][C:16]1[CH:33]=[CH:32][C:31]2[C@@H:30]3[C@H:21]([C@H:22]4[C@@:26]([CH2:28][C@@H:29]3[C:34]3[CH:39]=[CH:38][C:37]([O:40][CH2:41][CH2:42][CH2:43][CH2:44][CH2:45][S:46]([CH2:49][CH2:50][CH2:51][C:52]([F:58])([F:57])[C:53]([F:56])([F:55])[F:54])(=[O:48])=[O:47])=[CH:36][CH:35]=3)([CH3:27])[C:25](=O)[CH2:24][CH2:23]4)[CH2:20][CH2:19][C:18]=2[CH:17]=1.C(=O)(O)[O-].[Na+]. (3) Given the product [Cl:1][CH2:2][C:3]1[CH:4]=[CH:5][C:6]2[S:11][C:10]3[N:12]=[CH:13][CH:14]=[N:15][C:9]=3[NH:8][C:7]=2[CH:19]=1, predict the reactants needed to synthesize it. The reactants are: [Cl:1][CH2:2][C:3]1[CH:4]=[CH:5][C:6]2[S:11][C:10]3[N:12]=[CH:13][CH:14]=[N:15][C:9]=3[N:8](COC)[C:7]=2[CH:19]=1.FC(F)(F)C(O)=O.C(=O)([O-])O.[Na+]. (4) Given the product [CH3:1][O:2][C:3]([C:5]1[N:6]([S:21]([CH3:24])(=[O:23])=[O:22])[CH:7]=[C:8]([C:10](=[S:34])[NH:11][C:12]2[CH:17]=[CH:16][CH:15]=[C:14]([F:18])[C:13]=2[F:19])[CH:9]=1)=[O:4], predict the reactants needed to synthesize it. The reactants are: [CH3:1][O:2][C:3]([C:5]1[N:6]([S:21]([CH3:24])(=[O:23])=[O:22])[CH:7]=[C:8]([C:10](=O)[NH:11][C:12]2[CH:17]=[CH:16][CH:15]=[C:14]([F:18])[C:13]=2[F:19])[CH:9]=1)=[O:4].COC1C=CC(P2(SP(C3C=CC(OC)=CC=3)(=S)S2)=[S:34])=CC=1. (5) Given the product [Cl:1][C:2]1[N:3]=[C:4]([C:17]([O:19][CH2:20][CH3:21])=[CH2:18])[C:5]2[CH2:10][CH2:9][CH2:8][C:6]=2[N:7]=1, predict the reactants needed to synthesize it. The reactants are: [Cl:1][C:2]1[N:3]=[C:4](Cl)[C:5]2[CH2:10][CH2:9][CH2:8][C:6]=2[N:7]=1.C([Sn](CCCC)(CCCC)[C:17]([O:19][CH2:20][CH3:21])=[CH2:18])CCC. (6) Given the product [N:15]1[CH:20]=[CH:19][C:18]([C:2]2[CH:14]=[CH:13][C:5]3[S:6][C:7]([C:9]([O:11][CH3:12])=[O:10])=[CH:8][C:4]=3[CH:3]=2)=[CH:17][CH:16]=1, predict the reactants needed to synthesize it. The reactants are: Br[C:2]1[CH:14]=[CH:13][C:5]2[S:6][C:7]([C:9]([O:11][CH3:12])=[O:10])=[CH:8][C:4]=2[CH:3]=1.[N:15]1[CH:20]=[CH:19][C:18](B(O)O)=[CH:17][CH:16]=1.[Cl-].[Li+].C(=O)([O-])[O-].[Na+].[Na+]. (7) Given the product [OH:10][C:7]1[CH:8]=[CH:9][C:4]([CH2:3][C:2]([F:11])([F:12])[F:1])=[CH:5][C:6]=1[C:21](=[O:23])[CH3:22], predict the reactants needed to synthesize it. The reactants are: [F:1][C:2]([F:12])([F:11])[CH2:3][C:4]1[CH:9]=[CH:8][C:7]([OH:10])=[CH:6][CH:5]=1.FC(F)(F)S(O)(=O)=O.[C:21](Cl)(=[O:23])[CH3:22].[Cl-].[Al+3].[Cl-].[Cl-]. (8) Given the product [Cl:1][C:2]1[N:3]=[C:4]([N:11]2[CH2:16][CH2:15][O:14][CH2:13][CH2:12]2)[C:5]2[S:10][C:9]([C:23]([OH:25])=[O:24])=[CH:8][C:6]=2[N:7]=1, predict the reactants needed to synthesize it. The reactants are: [Cl:1][C:2]1[N:3]=[C:4]([N:11]2[CH2:16][CH2:15][O:14][CH2:13][CH2:12]2)[C:5]2[S:10][CH:9]=[CH:8][C:6]=2[N:7]=1.[Li]CCCC.Cl[C:23]([O:25]CC)=[O:24].[Li+].[OH-].Cl. (9) Given the product [O:20]=[C:12]1[C:11](=[C:7]2[C:8]3[C:4](=[CH:3][C:2]([NH:1][C:30](=[O:32])[CH3:31])=[CH:10][CH:9]=3)[CH2:5][O:6]2)[C:19]2[C:14](=[CH:15][CH:16]=[CH:17][CH:18]=2)[NH:13]1, predict the reactants needed to synthesize it. The reactants are: [NH2:1][C:2]1[CH:3]=[C:4]2[C:8](=[CH:9][CH:10]=1)[C:7](=[C:11]1[C:19]3[C:14](=[CH:15][CH:16]=[CH:17][CH:18]=3)[NH:13][C:12]1=[O:20])[O:6][CH2:5]2.C(N(CC)C(C)C)(C)C.[C:30](Cl)(=[O:32])[CH3:31]. (10) Given the product [CH3:1][O:2][C:3]([C:5]1[S:6][C:7]([Br:19])=[CH:8][C:9]=1[N:10]([CH:11]1[CH2:16][O:15][C:14]([CH3:17])([CH3:18])[O:13][CH2:12]1)[C:32]([C@H:33]1[CH2:25][CH2:24][C@H:23]([CH3:26])[CH2:22][CH2:21]1)=[O:31])=[O:4], predict the reactants needed to synthesize it. The reactants are: [CH3:1][O:2][C:3]([C:5]1[S:6][C:7]([Br:19])=[CH:8][C:9]=1[NH:10][CH:11]1[CH2:16][O:15][C:14]([CH3:18])([CH3:17])[O:13][CH2:12]1)=[O:4].N1[CH:25]=[CH:24][CH:23]=[CH:22][CH:21]=1.[CH3:26]O.C([O:31][CH2:32][CH3:33])(=O)C.